This data is from TCR-epitope binding with 47,182 pairs between 192 epitopes and 23,139 TCRs. The task is: Binary Classification. Given a T-cell receptor sequence (or CDR3 region) and an epitope sequence, predict whether binding occurs between them. (1) The epitope is KRWIILGLNK. The TCR CDR3 sequence is CASSQAQGLSNSPLHF. Result: 1 (the TCR binds to the epitope). (2) The epitope is TEKSNIIRGW. The TCR CDR3 sequence is CASSLQGQETQYF. Result: 0 (the TCR does not bind to the epitope). (3) The epitope is AVFDRKSDAK. The TCR CDR3 sequence is CASSQQQGARSNQPQHF. Result: 1 (the TCR binds to the epitope). (4) The epitope is GTITSGWTF. The TCR CDR3 sequence is CASSLAPGLVPDEQFF. Result: 0 (the TCR does not bind to the epitope). (5) The epitope is YIFFASFYY. The TCR CDR3 sequence is CSASTTGSLYEQYF. Result: 1 (the TCR binds to the epitope). (6) The epitope is TSNQVAVLY. The TCR CDR3 sequence is CASSLGTGERNTEAFF. Result: 1 (the TCR binds to the epitope).